This data is from Reaction yield outcomes from USPTO patents with 853,638 reactions. The task is: Predict the reaction yield, written as a fraction of the theoretical maximum amount of product (1.0 means a 100% yield; for example, 0.34 means a 34% yield). (1) The reactants are [O:1]=[C:2]1[C:6]2([CH2:11][CH2:10][NH:9][CH2:8][CH2:7]2)[N:5]([C:12]2[CH:17]=[CH:16][CH:15]=[CH:14][CH:13]=2)[CH2:4][N:3]1[CH2:18][C:19]1[CH:20]=[C:21]([CH:29]=[CH:30][CH:31]=1)[C:22]([O:24][C:25]([CH3:28])([CH3:27])[CH3:26])=[O:23].Cl[CH2:33][CH2:34][CH2:35][CH:36]([C:44]1[CH:49]=[CH:48][C:47]([F:50])=[CH:46][CH:45]=1)[C:37]1[CH:42]=[CH:41][C:40]([F:43])=[CH:39][CH:38]=1.C(=O)([O-])[O-].[K+].[K+].[I-].[Na+]. The catalyst is CC(=O)CC. The product is [F:43][C:40]1[CH:39]=[CH:38][C:37]([CH:36]([C:44]2[CH:45]=[CH:46][C:47]([F:50])=[CH:48][CH:49]=2)[CH2:35][CH2:34][CH2:33][N:9]2[CH2:10][CH2:11][C:6]3([N:5]([C:12]4[CH:13]=[CH:14][CH:15]=[CH:16][CH:17]=4)[CH2:4][N:3]([CH2:18][C:19]4[CH:20]=[C:21]([CH:29]=[CH:30][CH:31]=4)[C:22]([O:24][C:25]([CH3:28])([CH3:26])[CH3:27])=[O:23])[C:2]3=[O:1])[CH2:7][CH2:8]2)=[CH:42][CH:41]=1. The yield is 0.808. (2) The yield is 0.980. The catalyst is CC(OC(C)=O)=O.CC(O)=O. The product is [CH3:1][O:2][C:3]([C:5]1([C:8]2[CH:9]=[CH:10][C:11]([O:14][CH3:15])=[C:12]([N+:16]([O-:18])=[O:17])[CH:13]=2)[CH2:6][CH2:7]1)=[O:4]. The reactants are [CH3:1][O:2][C:3]([C:5]1([C:8]2[CH:13]=[CH:12][C:11]([O:14][CH3:15])=[CH:10][CH:9]=2)[CH2:7][CH2:6]1)=[O:4].[N+:16]([O-])([OH:18])=[O:17].Cl. (3) The reactants are CC(N([C:9]1[C:10]([C:18](=O)[C:19]([F:24])=[CH:20][N:21](C)C)=[N:11][C:12]([O:16][CH3:17])=[C:13]([F:15])[CH:14]=1)C(=O)[O-])(C)C.P(Br)(Br)[Br:27]. The catalyst is FC(F)(F)C(O)=O.ClCCl.O.C(=O)([O-])[O-].[K+].[K+]. The product is [Br:27][C:18]1[C:19]([F:24])=[CH:20][N:21]=[C:9]2[C:10]=1[N:11]=[C:12]([O:16][CH3:17])[C:13]([F:15])=[CH:14]2. The yield is 0.570. (4) The catalyst is CC#N. The yield is 0.270. The product is [Cl:19][C:20]1[C:25]([Cl:26])=[CH:24][CH:23]=[CH:22][C:21]=1[N:27]1[CH2:32][CH2:31][N:30]([CH2:2][CH2:3][CH2:4][O:5][C:6]2[CH:15]=[CH:14][C:9]3[NH:10][C:11](=[O:13])[NH:12][C:8]=3[CH:7]=2)[CH2:29][CH2:28]1. The reactants are Br[CH2:2][CH2:3][CH2:4][O:5][C:6]1[CH:15]=[CH:14][C:9]2[NH:10][C:11](=[O:13])[NH:12][C:8]=2[CH:7]=1.[Na+].[I-].Cl.[Cl:19][C:20]1[C:25]([Cl:26])=[CH:24][CH:23]=[CH:22][C:21]=1[N:27]1[CH2:32][CH2:31][NH:30][CH2:29][CH2:28]1.C([O-])([O-])=O.[K+].[K+]. (5) The product is [Cl:1][C:2]1[CH:14]=[C:13]([C:31]2[CH:36]=[CH:35][N:34]([CH2:37][CH2:38][CH:39]3[CH2:41][CH2:40]3)[C:33](=[O:42])[C:32]=2[C:43]#[N:44])[CH:12]=[CH:11][C:3]=1[O:4][CH:5]1[CH2:6][CH2:7][O:8][CH2:9][CH2:10]1. The reactants are [Cl:1][C:2]1[CH:14]=[C:13](B2OC(C)(C)C(C)(C)O2)[CH:12]=[CH:11][C:3]=1[O:4][CH:5]1[CH2:10][CH2:9][O:8][CH2:7][CH2:6]1.C([O-])([O-])=O.[Na+].[Na+].Br[C:31]1[CH:36]=[CH:35][N:34]([CH2:37][CH2:38][CH:39]2[CH2:41][CH2:40]2)[C:33](=[O:42])[C:32]=1[C:43]#[N:44]. The catalyst is O1CCOCC1.CCOC(C)=O.C1C=CC([P]([Pd]([P](C2C=CC=CC=2)(C2C=CC=CC=2)C2C=CC=CC=2)([P](C2C=CC=CC=2)(C2C=CC=CC=2)C2C=CC=CC=2)[P](C2C=CC=CC=2)(C2C=CC=CC=2)C2C=CC=CC=2)(C2C=CC=CC=2)C2C=CC=CC=2)=CC=1. The yield is 0.170. (6) The reactants are [CH2:1]([OH:8])[C:2]1[CH:7]=[CH:6][CH:5]=[CH:4][CH:3]=1.C(=O)([O-])[O-].[K+].[K+].CN(C)C=O.F[C:21]1[CH:22]=[CH:23][C:24]([N+:29]([O-:31])=[O:30])=[C:25]([CH:28]=1)[NH:26][CH3:27]. The catalyst is O. The product is [CH2:1]([O:8][C:21]1[CH:22]=[CH:23][C:24]([N+:29]([O-:31])=[O:30])=[C:25]([CH:28]=1)[NH:26][CH3:27])[C:2]1[CH:7]=[CH:6][CH:5]=[CH:4][CH:3]=1. The yield is 0.880. (7) The reactants are CC1(C)C(C)(C)OB([C:9]2[CH:10]=[C:11]3[C:16](=[CH:17][CH:18]=2)[N:15]=[CH:14][CH:13]=[CH:12]3)O1.Br[C:21]1[CH:22]=[C:23]([NH:30][S:31]([C:34]2[CH:39]=[CH:38][CH:37]=[CH:36][CH:35]=2)(=[O:33])=[O:32])[C:24]([O:27][CH2:28][CH3:29])=[N:25][CH:26]=1.C(=O)([O-])[O-].[Na+].[Na+].C. The catalyst is O1CCOCC1.CO.C1C=CC(P(C2C=CC=CC=2)[C-]2C=CC=C2)=CC=1.C1C=CC(P(C2C=CC=CC=2)[C-]2C=CC=C2)=CC=1.Cl[Pd]Cl.[Fe+2].C(Cl)Cl. The product is [CH2:28]([O:27][C:24]1[C:23]([NH:30][S:31]([C:34]2[CH:39]=[CH:38][CH:37]=[CH:36][CH:35]=2)(=[O:33])=[O:32])=[CH:22][C:21]([C:9]2[CH:10]=[C:11]3[C:16](=[CH:17][CH:18]=2)[N:15]=[CH:14][CH:13]=[CH:12]3)=[CH:26][N:25]=1)[CH3:29]. The yield is 0.660. (8) The product is [Br:13][C:14]1[CH:15]=[N:16][CH:17]=[CH:18][C:19]=1[CH:22]=[O:23]. The reactants are C(NC(C)C)(C)C.C([Li])CCC.[Br:13][C:14]1[CH:15]=[N:16][CH:17]=[CH:18][CH:19]=1.C1C[O:23][CH2:22]C1. The yield is 0.760. No catalyst specified. (9) The reactants are Cl[S:2]([C:5]1[CH:9]=[CH:8][S:7][C:6]=1[CH2:10][O:11][C:12]1[CH:17]=[CH:16][C:15]2[O:18][CH2:19][O:20][C:14]=2[C:13]=1[Cl:21])(=[O:4])=[O:3].[NH2:22][C:23]1[O:27][N:26]=[C:25]([CH3:28])[C:24]=1[Br:29]. No catalyst specified. The product is [Br:29][C:24]1[C:25]([CH3:28])=[N:26][O:27][C:23]=1[NH:22][S:2]([C:5]1[CH:9]=[CH:8][S:7][C:6]=1[CH2:10][O:11][C:12]1[CH:17]=[CH:16][C:15]2[O:18][CH2:19][O:20][C:14]=2[C:13]=1[Cl:21])(=[O:4])=[O:3]. The yield is 0.470.